Predict which catalyst facilitates the given reaction. From a dataset of Catalyst prediction with 721,799 reactions and 888 catalyst types from USPTO. (1) Reactant: [CH3:1][C:2]1([CH3:10])[O:6][CH:5]([CH2:7][CH2:8][OH:9])[CH2:4][O:3]1. Product: [CH3:1][C:2]1([CH3:10])[O:6][CH:5]([CH2:7][CH:8]=[O:9])[CH2:4][O:3]1. The catalyst class is: 4. (2) The catalyst class is: 93. Reactant: P(Br)(Br)([Br:3])=O.[F:6][C:7]1[CH:12]=[CH:11][C:10]([CH2:13][C:14]2[CH:15]=[C:16]([N+:21]([O-:23])=[O:22])[C:17](=O)[NH:18][CH:19]=2)=[CH:9][CH:8]=1.CN(C=O)C.[OH-].[Na+]. Product: [Br:3][C:17]1[C:16]([N+:21]([O-:23])=[O:22])=[CH:15][C:14]([CH2:13][C:10]2[CH:11]=[CH:12][C:7]([F:6])=[CH:8][CH:9]=2)=[CH:19][N:18]=1. (3) Product: [Cl:14][C:11]1[CH:12]=[CH:13][C:8]([C:5]2[O:6][CH:7]=[C:3]([CH2:2][O:25][C:24]3[C:16]([F:15])=[C:17]([C:21]([F:26])=[CH:22][CH:23]=3)[C:18]([NH2:20])=[O:19])[N:4]=2)=[CH:9][CH:10]=1. Reactant: Cl[CH2:2][C:3]1[N:4]=[C:5]([C:8]2[CH:13]=[CH:12][C:11]([Cl:14])=[CH:10][CH:9]=2)[O:6][CH:7]=1.[F:15][C:16]1[C:24]([OH:25])=[CH:23][CH:22]=[C:21]([F:26])[C:17]=1[C:18]([NH2:20])=[O:19].C(=O)([O-])[O-].[K+].[K+]. The catalyst class is: 3. (4) Reactant: C(O)(C(F)(F)F)=O.[CH2:8]([O:15][N:16]1[C:22](=[O:23])[N:21]2[CH2:24][C@H:17]1[CH2:18][CH2:19][C@H:20]2[C:25]1[O:29][C:28]([N:30]2[CH2:35][CH2:34][N:33](C(OC(C)(C)C)=O)[CH2:32][CH2:31]2)=[N:27][N:26]=1)[C:9]1[CH:14]=[CH:13][CH:12]=[CH:11][CH:10]=1. Product: [CH2:8]([O:15][N:16]1[C:22](=[O:23])[N:21]2[CH2:24][C@H:17]1[CH2:18][CH2:19][C@H:20]2[C:25]1[O:29][C:28]([N:30]2[CH2:35][CH2:34][NH:33][CH2:32][CH2:31]2)=[N:27][N:26]=1)[C:9]1[CH:10]=[CH:11][CH:12]=[CH:13][CH:14]=1. The catalyst class is: 2. (5) Reactant: [NH2:1][C:2]1[C:6]([C:7]([N:9]2[CH2:14][CH2:13][N:12]([C@H:15]([C:18]3[CH:23]=[CH:22][CH:21]=[CH:20][CH:19]=3)[CH2:16][OH:17])[CH2:11][C@H:10]2[CH3:24])=[O:8])=[CH:5][NH:4][N:3]=1.[K].[F:26][C:27]([F:42])([F:41])[C:28](=O)[CH2:29][C:30]([C:32]1[CH:37]=[CH:36][C:35]([O:38][CH3:39])=[CH:34][CH:33]=1)=O.CO. Product: [OH:17][CH2:16][C@H:15]([N:12]1[CH2:13][CH2:14][N:9]([C:7]([C:6]2[CH:5]=[N:4][N:3]3[C:28]([C:27]([F:41])([F:26])[F:42])=[CH:29][C:30]([C:32]4[CH:33]=[CH:34][C:35]([O:38][CH3:39])=[CH:36][CH:37]=4)=[N:1][C:2]=23)=[O:8])[C@H:10]([CH3:24])[CH2:11]1)[C:18]1[CH:23]=[CH:22][CH:21]=[CH:20][CH:19]=1. The catalyst class is: 2. (6) Reactant: [F:1][C:2]1[CH:3]=[C:4]([CH:49]=[CH:50][CH:51]=1)[CH2:5][N:6]1[CH:10]=[C:9]([C:11]2[C:19]3[C:14](=[N:15][CH:16]=[C:17]([C:20]4[CH:25]=[CH:24][C:23]([N:26]5[CH2:31][CH2:30][N:29](C(OC(C)(C)C)=O)[CH2:28][CH2:27]5)=[CH:22][CH:21]=4)[CH:18]=3)[N:13]([S:39]([C:42]3[CH:48]=[CH:47][C:45]([CH3:46])=[CH:44][CH:43]=3)(=[O:41])=[O:40])[CH:12]=2)[CH:8]=[N:7]1.[ClH:52]. Product: [ClH:52].[F:1][C:2]1[CH:3]=[C:4]([CH:49]=[CH:50][CH:51]=1)[CH2:5][N:6]1[CH:10]=[C:9]([C:11]2[C:19]3[C:14](=[N:15][CH:16]=[C:17]([C:20]4[CH:25]=[CH:24][C:23]([N:26]5[CH2:27][CH2:28][NH:29][CH2:30][CH2:31]5)=[CH:22][CH:21]=4)[CH:18]=3)[N:13]([S:39]([C:42]3[CH:48]=[CH:47][C:45]([CH3:46])=[CH:44][CH:43]=3)(=[O:40])=[O:41])[CH:12]=2)[CH:8]=[N:7]1. The catalyst class is: 28.